From a dataset of Catalyst prediction with 721,799 reactions and 888 catalyst types from USPTO. Predict which catalyst facilitates the given reaction. (1) Reactant: [F:1][C:2]1[CH:7]=[CH:6][C:5]([N:8]2[C:16]3[CH2:15][CH2:14][CH2:13][NH:12][C:11]=3[CH:10]=[N:9]2)=[CH:4][CH:3]=1.[Cl:17][C:18]1[CH:23]=[CH:22][C:21]([CH2:24][C:25](O)=[O:26])=[CH:20][C:19]=1[O:28][C:29]([F:32])([F:31])[F:30].CCN(CC)CC.CN(C(ON1N=NC2C=CC=NC1=2)=[N+](C)C)C.F[P-](F)(F)(F)(F)F. Product: [Cl:17][C:18]1[CH:23]=[CH:22][C:21]([CH2:24][C:25]([N:12]2[CH2:13][CH2:14][CH2:15][C:16]3[N:8]([C:5]4[CH:4]=[CH:3][C:2]([F:1])=[CH:7][CH:6]=4)[N:9]=[CH:10][C:11]2=3)=[O:26])=[CH:20][C:19]=1[O:28][C:29]([F:30])([F:32])[F:31]. The catalyst class is: 3. (2) Reactant: [O:1]1[CH:5]=[CH:4][CH:3]=[C:2]1[C:6]1[O:7][C:8]([CH3:34])=[C:9]([CH2:11][O:12][C:13]2[CH:33]=[CH:32][C:16]([CH2:17][O:18][C:19]3[C:23]([CH:24]=[O:25])=[CH:22][N:21]([C:26]4[CH:31]=[CH:30][CH:29]=[CH:28][CH:27]=4)[N:20]=3)=[CH:15][CH:14]=2)[N:10]=1.C(O)C.[BH4-].[Na+].O. Product: [O:1]1[CH:5]=[CH:4][CH:3]=[C:2]1[C:6]1[O:7][C:8]([CH3:34])=[C:9]([CH2:11][O:12][C:13]2[CH:14]=[CH:15][C:16]([CH2:17][O:18][C:19]3[C:23]([CH2:24][OH:25])=[CH:22][N:21]([C:26]4[CH:27]=[CH:28][CH:29]=[CH:30][CH:31]=4)[N:20]=3)=[CH:32][CH:33]=2)[N:10]=1. The catalyst class is: 7. (3) Reactant: [O:1]1[C:5]2[CH:6]=[CH:7][C:8]([CH2:10][N:11]3[C:20](C(O)=O)=[C:19]([C:24]4[CH:29]=[CH:28][CH:27]=[CH:26][CH:25]=4)[C:18]4[C:13](=[CH:14][CH:15]=[C:16]([Br:30])[CH:17]=4)[C:12]3=[O:31])=[CH:9][C:4]=2[O:3][CH2:2]1.C([N:34]([CH2:37]C)CC)C.C1(P(N=[N+]=[N-])(C2C=CC=CC=2)=[O:46])C=CC=CC=1.[CH2:56]([OH:63])[C:57]1[CH:62]=[CH:61][CH:60]=[CH:59][CH:58]=1. Product: [CH2:56]([O:63][C:37](=[O:46])[NH:34][C:20]1[N:11]([CH2:10][C:8]2[CH:7]=[CH:6][C:5]3[O:1][CH2:2][O:3][C:4]=3[CH:9]=2)[C:12](=[O:31])[C:13]2[C:18]([C:19]=1[C:24]1[CH:29]=[CH:28][CH:27]=[CH:26][CH:25]=1)=[CH:17][C:16]([Br:30])=[CH:15][CH:14]=2)[C:57]1[CH:62]=[CH:61][CH:60]=[CH:59][CH:58]=1. The catalyst class is: 11. (4) Reactant: [Br:1][C:2]1[CH:3]=[C:4]([N+:10]([O-])=O)[C:5]([O:8][CH3:9])=[N:6][CH:7]=1.[NH4+].[Cl-]. The catalyst class is: 190. Product: [Br:1][C:2]1[CH:3]=[C:4]([NH2:10])[C:5]([O:8][CH3:9])=[N:6][CH:7]=1.